Dataset: Full USPTO retrosynthesis dataset with 1.9M reactions from patents (1976-2016). Task: Predict the reactants needed to synthesize the given product. (1) The reactants are: N1(C2[N:12]=[C:11]([NH:13][C:14]3[N:19]=[CH:18][C:17]4[N:20]=[C:21]([CH3:26])[N:22]([CH:23]([CH3:25])[CH3:24])[C:16]=4[CH:15]=3)[CH:10]=[CH:9][N:8]=2)CC=CCC1.[CH3:27][N+:28]1([O-])[CH2:33][CH2:32][O:31][CH2:30][CH2:29]1.C[C:36](C)=[O:37]. Given the product [CH:23]([N:22]1[C:16]2[CH:15]=[C:14]([NH:13][C:11]3[CH:10]=[CH:9][N:8]=[C:27]([N:28]4[CH2:29][CH2:30][CH:36]([OH:37])[CH:32]([OH:31])[CH2:33]4)[N:12]=3)[N:19]=[CH:18][C:17]=2[N:20]=[C:21]1[CH3:26])([CH3:25])[CH3:24], predict the reactants needed to synthesize it. (2) Given the product [O:18]=[C:17]1[N:8]([CH2:7][C:1]2[CH:2]=[CH:3][CH:4]=[CH:5][CH:6]=2)[C@@H:9]([C:12]([OH:14])=[O:13])[CH2:10][O:11][CH2:16]1, predict the reactants needed to synthesize it. The reactants are: [C:1]1([CH2:7][NH:8][C@@H:9]([C:12]([OH:14])=[O:13])[CH2:10][OH:11])[CH:6]=[CH:5][CH:4]=[CH:3][CH:2]=1.Cl[CH2:16][C:17](Cl)=[O:18].Cl. (3) Given the product [NH4+:9].[N+:22]([C:25]1[CH:30]=[CH:29][C:28]([O:21][P:18]([CH:8]([NH:9][S:10]([C:13]2[S:14][CH:15]=[CH:16][CH:17]=2)(=[O:11])=[O:12])[CH2:7][C:1]2[CH:6]=[CH:5][CH:4]=[CH:3][CH:2]=2)(=[O:19])[O-:20])=[CH:27][CH:26]=1)([O-:24])=[O:23], predict the reactants needed to synthesize it. The reactants are: [C:1]1([CH2:7][CH:8]([P:18](=[O:21])([OH:20])[OH:19])[NH:9][S:10]([C:13]2[S:14][CH:15]=[CH:16][CH:17]=2)(=[O:12])=[O:11])[CH:6]=[CH:5][CH:4]=[CH:3][CH:2]=1.[N+:22]([C:25]1[CH:30]=[CH:29][C:28](O)=[CH:27][CH:26]=1)([O-:24])=[O:23].ClC(Cl)(Cl)C#N. (4) Given the product [Cl:21][C:22]1[CH:29]=[CH:28][C:25]([CH2:26][N:17]2[C:18]([N:39]([CH3:40])[CH3:38])=[N:19][C:14]([N:11]3[CH2:10][CH2:9][N:8]([C:5]4[CH:6]=[CH:7][C:2]([F:1])=[CH:3][CH:4]=4)[CH2:13][CH2:12]3)=[N:15][C:16]2=[O:20])=[CH:24][CH:23]=1, predict the reactants needed to synthesize it. The reactants are: [F:1][C:2]1[CH:7]=[CH:6][C:5]([N:8]2[CH2:13][CH2:12][N:11]([C:14]3[N:19]=[CH:18][NH:17][C:16](=[O:20])[N:15]=3)[CH2:10][CH2:9]2)=[CH:4][CH:3]=1.[Cl:21][C:22]1[CH:29]=[CH:28][C:25]([CH2:26]Cl)=[CH:24][CH:23]=1.C(=O)([O-])[O-].[K+].[K+].[I-].[Na+].[CH3:38][N:39](C)[CH:40]=O. (5) Given the product [Br:18][C:15]1[CH:16]=[C:17]2[NH:4][CH2:5][C:6]3([CH2:7][S:8](=[O:11])(=[O:10])[CH2:9]3)[C:12]2=[CH:13][CH:14]=1, predict the reactants needed to synthesize it. The reactants are: C([N:4]1[C:17]2[C:12](=[CH:13][CH:14]=[C:15]([Br:18])[CH:16]=2)[C:6]2([CH2:9][S:8](=[O:11])(=[O:10])[CH2:7]2)[CH2:5]1)(=O)C.Cl. (6) Given the product [CH3:13][O:14][C:15]1[CH:21]=[CH:20][CH:19]=[CH:18][C:16]=1[N:17]1[CH2:6][CH2:7][CH:5]([C:8]([OH:9])=[O:10])[C:4]1=[O:11], predict the reactants needed to synthesize it. The reactants are: CC1(C)[O:9][C:8](=[O:10])[C:5]2([CH2:7][CH2:6]2)[C:4](=[O:11])O1.[CH3:13][O:14][C:15]1[CH:21]=[CH:20][CH:19]=[CH:18][C:16]=1[NH2:17].